Dataset: NCI-60 drug combinations with 297,098 pairs across 59 cell lines. Task: Regression. Given two drug SMILES strings and cell line genomic features, predict the synergy score measuring deviation from expected non-interaction effect. Drug 1: C1CCC(CC1)NC(=O)N(CCCl)N=O. Drug 2: CCC1=C2CN3C(=CC4=C(C3=O)COC(=O)C4(CC)O)C2=NC5=C1C=C(C=C5)O. Cell line: OVCAR-5. Synergy scores: CSS=18.8, Synergy_ZIP=-9.02, Synergy_Bliss=-0.627, Synergy_Loewe=-12.1, Synergy_HSA=-0.851.